From a dataset of Full USPTO retrosynthesis dataset with 1.9M reactions from patents (1976-2016). Predict the reactants needed to synthesize the given product. (1) The reactants are: B1([O-])OO1.[OH2:5].[OH2:6].O.O.[Na+].[F:10][C:11]1[CH:17]=[C:16]([C:18]([F:21])([F:20])[F:19])[CH:15]=[C:14]([F:22])[C:12]=1[NH2:13].FC1C([N+]([O-])=O)=C(O)C=C(F)C=1.O. Given the product [F:10][C:11]1[CH:17]=[C:16]([C:18]([F:21])([F:20])[F:19])[CH:15]=[C:14]([F:22])[C:12]=1[N+:13]([O-:6])=[O:5], predict the reactants needed to synthesize it. (2) Given the product [N:7]1[C:6]2[N:1]3[CH:2]=[CH:3][CH:4]=[C:5]3[C:14]3([CH2:19][CH2:18][NH:17][CH2:16][CH2:15]3)[O:12][C:11]=2[CH:10]=[CH:9][CH:8]=1, predict the reactants needed to synthesize it. The reactants are: [N:1]1([C:6]2[C:11]([OH:12])=[CH:10][CH:9]=[CH:8][N:7]=2)[CH:5]=[CH:4][CH:3]=[CH:2]1.O=[C:14]1[CH2:19][CH2:18][N:17](C(OC(C)(C)C)=O)[CH2:16][CH2:15]1.O.CC1C=CC(S(O)(=O)=O)=CC=1.ClC(Cl)C. (3) The reactants are: [CH3:1][C:2]1([OH:14])[CH2:8][C@H:7]2[C:9]3([O:13][CH2:12][CH2:11][O:10]3)[C@H:4]([CH2:5][CH2:6]2)[CH2:3]1.Cl[CH2:16][C:17]1[C:18]([C:25]2[C:30]([Cl:31])=[CH:29][CH:28]=[CH:27][C:26]=2[Cl:32])=[N:19][O:20][C:21]=1[CH:22]1[CH2:24][CH2:23]1. Given the product [CH:22]1([C:21]2[O:20][N:19]=[C:18]([C:25]3[C:30]([Cl:31])=[CH:29][CH:28]=[CH:27][C:26]=3[Cl:32])[C:17]=2[CH2:16][O:14][C:2]2([CH3:1])[CH2:3][C@H:4]3[C:9]4([O:10][CH2:11][CH2:12][O:13]4)[C@H:7]([CH2:6][CH2:5]3)[CH2:8]2)[CH2:24][CH2:23]1, predict the reactants needed to synthesize it. (4) Given the product [F:1][C:2]1[C:14]([NH:15][CH2:16][C:17]2[CH:22]=[C:21]([C:23]3[CH:28]=[CH:27][CH:26]=[C:25]([F:29])[CH:24]=3)[CH:20]=[C:19]([CH3:30])[C:18]=2[OH:31])=[C:13]([F:32])[CH:12]=[CH:11][C:3]=1[O:4][CH2:5][C:6]([OH:8])=[O:7], predict the reactants needed to synthesize it. The reactants are: [F:1][C:2]1[C:14]([NH:15][CH2:16][C:17]2[CH:22]=[C:21]([C:23]3[CH:28]=[CH:27][CH:26]=[C:25]([F:29])[CH:24]=3)[CH:20]=[C:19]([CH3:30])[C:18]=2[OH:31])=[C:13]([F:32])[CH:12]=[CH:11][C:3]=1[O:4][CH2:5][C:6]([O:8]CC)=[O:7].[Li+].[OH-].O.Cl. (5) Given the product [CH3:24][C:23]1[CH:25]=[CH:26][C:20]([S:17]([O:1][CH2:2][CH2:3][CH2:4][CH2:5][C:6]2[C:14]3[C:9](=[CH:10][CH:11]=[C:12]([C:15]#[N:16])[CH:13]=3)[NH:8][CH:7]=2)(=[O:19])=[O:18])=[CH:21][CH:22]=1, predict the reactants needed to synthesize it. The reactants are: [OH:1][CH2:2][CH2:3][CH2:4][CH2:5][C:6]1[C:14]2[C:9](=[CH:10][CH:11]=[C:12]([C:15]#[N:16])[CH:13]=2)[NH:8][CH:7]=1.[S:17](Cl)([C:20]1[CH:26]=[CH:25][C:23]([CH3:24])=[CH:22][CH:21]=1)(=[O:19])=[O:18].